This data is from NCI-60 drug combinations with 297,098 pairs across 59 cell lines. The task is: Regression. Given two drug SMILES strings and cell line genomic features, predict the synergy score measuring deviation from expected non-interaction effect. (1) Synergy scores: CSS=20.8, Synergy_ZIP=-10.6, Synergy_Bliss=-2.93, Synergy_Loewe=-13.0, Synergy_HSA=-2.58. Drug 1: CCCCCOC(=O)NC1=NC(=O)N(C=C1F)C2C(C(C(O2)C)O)O. Drug 2: N.N.Cl[Pt+2]Cl. Cell line: HT29. (2) Drug 1: COC1=C(C=C2C(=C1)N=CN=C2NC3=CC(=C(C=C3)F)Cl)OCCCN4CCOCC4. Drug 2: CS(=O)(=O)OCCCCOS(=O)(=O)C. Cell line: SK-MEL-5. Synergy scores: CSS=27.3, Synergy_ZIP=-0.292, Synergy_Bliss=5.29, Synergy_Loewe=-28.9, Synergy_HSA=3.33. (3) Drug 1: CC1=C2C(C(=O)C3(C(CC4C(C3C(C(C2(C)C)(CC1OC(=O)C(C(C5=CC=CC=C5)NC(=O)OC(C)(C)C)O)O)OC(=O)C6=CC=CC=C6)(CO4)OC(=O)C)OC)C)OC. Drug 2: C1CC(=O)NC(=O)C1N2C(=O)C3=CC=CC=C3C2=O. Cell line: LOX IMVI. Synergy scores: CSS=20.3, Synergy_ZIP=-1.44, Synergy_Bliss=-3.82, Synergy_Loewe=-35.8, Synergy_HSA=-4.38. (4) Drug 1: C1=CC(=CC=C1CCC2=CNC3=C2C(=O)NC(=N3)N)C(=O)NC(CCC(=O)O)C(=O)O. Drug 2: C1=NC2=C(N=C(N=C2N1C3C(C(C(O3)CO)O)O)F)N. Cell line: NCIH23. Synergy scores: CSS=4.98, Synergy_ZIP=-3.35, Synergy_Bliss=-0.306, Synergy_Loewe=-2.86, Synergy_HSA=-1.96. (5) Synergy scores: CSS=-6.02, Synergy_ZIP=3.44, Synergy_Bliss=1.77, Synergy_Loewe=-4.37, Synergy_HSA=-5.68. Drug 2: C1=NNC2=C1C(=O)NC=N2. Cell line: T-47D. Drug 1: CN1C(=O)N2C=NC(=C2N=N1)C(=O)N.